The task is: Predict the reactants needed to synthesize the given product.. This data is from Full USPTO retrosynthesis dataset with 1.9M reactions from patents (1976-2016). (1) Given the product [CH:1]1[C:11]2[C:10]([NH:21][CH2:20][CH2:19][N:18]([CH3:22])[CH3:17])=[N:9][C:8]3[CH:13]=[CH:14][CH:15]=[CH:16][C:7]=3[NH:6][C:5]=2[CH:4]=[CH:3][CH:2]=1, predict the reactants needed to synthesize it. The reactants are: [CH:1]1[C:11]2[C:10](=O)[NH:9][C:8]3[CH:13]=[CH:14][CH:15]=[CH:16][C:7]=3[NH:6][C:5]=2[CH:4]=[CH:3][CH:2]=1.[CH3:17][N:18]([CH3:22])[CH2:19][CH2:20][NH2:21]. (2) Given the product [CH2:1]([O:8][C:9]1[N:24]=[C:23]([C:25]2[CH:33]=[CH:32][C:31]3[N:30]4[CH2:34][CH:35]([N:37]([C:38]([O:40][C:41]([CH3:42])([CH3:44])[CH3:43])=[O:39])[CH3:57])[CH2:36][C:29]4=[CH:28][C:27]=3[CH:26]=2)[C:22]([CH3:45])=[C:21]([O:46][CH2:47][C:48]2[CH:49]=[CH:50][CH:51]=[CH:52][CH:53]=2)[C:10]=1[C:11]([O:13][CH2:14][C:15]1[CH:16]=[CH:17][CH:18]=[CH:19][CH:20]=1)=[O:12])[C:2]1[CH:7]=[CH:6][CH:5]=[CH:4][CH:3]=1, predict the reactants needed to synthesize it. The reactants are: [CH2:1]([O:8][C:9]1[N:24]=[C:23]([C:25]2[CH:33]=[CH:32][C:31]3[N:30]4[CH2:34][CH:35]([NH:37][C:38]([O:40][C:41]([CH3:44])([CH3:43])[CH3:42])=[O:39])[CH2:36][C:29]4=[CH:28][C:27]=3[CH:26]=2)[C:22]([CH3:45])=[C:21]([O:46][CH2:47][C:48]2[CH:53]=[CH:52][CH:51]=[CH:50][CH:49]=2)[C:10]=1[C:11]([O:13][CH2:14][C:15]1[CH:20]=[CH:19][CH:18]=[CH:17][CH:16]=1)=[O:12])[C:2]1[CH:7]=[CH:6][CH:5]=[CH:4][CH:3]=1.[H-].[Na+].I[CH3:57].